This data is from Catalyst prediction with 721,799 reactions and 888 catalyst types from USPTO. The task is: Predict which catalyst facilitates the given reaction. (1) Reactant: O=C1C2C(=CC=CC=2)C(=O)[N:3]1[C@@H:12]([CH2:25][C:26]1[CH:31]=[CH:30][CH:29]=[CH:28][CH:27]=1)[C:13]([NH:15][CH2:16][C:17](=[O:24])[C:18]1[CH:23]=[CH:22][CH:21]=[CH:20][CH:19]=1)=O.NN. Product: [C:26]1([CH2:25][C@@H:12]([C:13]2[O:24][C:17]([C:18]3[CH:23]=[CH:22][CH:21]=[CH:20][CH:19]=3)=[CH:16][N:15]=2)[NH2:3])[CH:31]=[CH:30][CH:29]=[CH:28][CH:27]=1. The catalyst class is: 14. (2) The catalyst class is: 26. Product: [Br:30][C:23]1[C:24]2[C:29](=[CH:28][CH:27]=[CH:26][CH:25]=2)[C:20]([CH2:19][C@@H:15]2[CH2:16][CH2:10][N:9]([CH:8]3[CH2:1][CH2:2][CH2:7][CH2:6][CH2:12]3)[C:14]2=[O:31])=[CH:21][CH:22]=1. Reactant: [CH2:1]([CH:8]1[CH2:12]O[C:10](=O)[N:9]1[C:14](=[O:31])[CH:15]([CH2:19][C:20]1[C:29]2[C:24](=[CH:25][CH:26]=[CH:27][CH:28]=2)[C:23]([Br:30])=[CH:22][CH:21]=1)[CH2:16]C=O)[C:2]1[CH:7]=[CH:6]C=CC=1.C1(N)CCCCC1.[BH-](OC(C)=O)(OC(C)=O)OC(C)=O.[Na+].C(O)(=O)C. (3) Reactant: Br[C:2]1[C:3]([Cl:10])=[N:4][C:5]([O:8][CH3:9])=[CH:6][CH:7]=1.C([Li])CCC.CN([CH:19]=[O:20])C.O.[Cl-].[NH4+]. Product: [Cl:10][C:3]1[C:2]([CH:19]=[O:20])=[CH:7][CH:6]=[C:5]([O:8][CH3:9])[N:4]=1. The catalyst class is: 11. (4) Reactant: [CH2:1]=[C:2]1[CH:7]2[CH2:8][CH:4]([CH2:5][CH2:6]2)[C:3]1=[O:9].O1CC[CH2:12][CH2:11]1. Product: [C:11]([C:3]1([OH:9])[C:2](=[CH2:1])[CH:7]2[CH2:8][CH:4]1[CH2:5][CH2:6]2)#[CH:12]. The catalyst class is: 6. (5) Reactant: [C:1]1([OH:7])[CH:6]=[CH:5][CH:4]=[CH:3][CH:2]=1.Br[C:9]1[CH:13]=[CH:12][S:11][CH:10]=1.[H-].[Na+]. Product: [O:7]([C:9]1[CH:13]=[CH:12][S:11][CH:10]=1)[C:1]1[CH:6]=[CH:5][CH:4]=[CH:3][CH:2]=1. The catalyst class is: 17. (6) Reactant: Cl.C([O:5][C:6]1[CH:7]=[C:8]2[C:13](=[CH:14][C:15]=1[O:16][CH3:17])[N:12]=[CH:11][N:10]=[C:9]2[NH:18][C:19]1[CH:24]=[CH:23][CH:22]=[C:21]([C:25]#[CH:26])[CH:20]=1)(=O)C.N. Product: [C:25]([C:21]1[CH:20]=[C:19]([NH:18][C:9]2[C:8]3[C:13](=[CH:14][C:15]([O:16][CH3:17])=[C:6]([OH:5])[CH:7]=3)[N:12]=[CH:11][N:10]=2)[CH:24]=[CH:23][CH:22]=1)#[CH:26]. The catalyst class is: 5.